From a dataset of Full USPTO retrosynthesis dataset with 1.9M reactions from patents (1976-2016). Predict the reactants needed to synthesize the given product. (1) Given the product [Cl:23][C:22]1[CH:14]=[CH:15][CH:16]=[C:17]2[C:21]=1[NH:20][CH:19]=[C:18]2[C:24]1[CH2:25][CH2:26][N:27]([C:10]([CH:2]2[CH2:1][C:9]3[C:4](=[CH:5][CH:6]=[CH:7][CH:8]=3)[CH2:3]2)=[O:12])[CH2:28][CH:29]=1, predict the reactants needed to synthesize it. The reactants are: [CH2:1]1[C:9]2[C:4](=[CH:5][CH:6]=[CH:7][CH:8]=2)[CH2:3][CH:2]1[C:10]([OH:12])=O.Cl[C:14]1[C:22]([Cl:23])=[C:21]2[C:17]([C:18]([C:24]3[CH2:25][CH2:26][NH:27][CH2:28][CH:29]=3)=[CH:19][NH:20]2)=[CH:16][CH:15]=1. (2) The reactants are: Br[CH2:2][C:3]([C:5]1[CH:10]=[CH:9][CH:8]=[CH:7][CH:6]=1)=[O:4].C([O-])([O-])=O.[K+].[K+].[SH:17][C:18]1[CH:19]=[C:20]([CH:24]=[CH:25][CH:26]=1)[C:21]([OH:23])=[O:22]. Given the product [O:4]=[C:3]([C:5]1[CH:10]=[CH:9][CH:8]=[CH:7][CH:6]=1)[CH2:2][S:17][C:18]1[CH:19]=[C:20]([CH:24]=[CH:25][CH:26]=1)[C:21]([OH:23])=[O:22], predict the reactants needed to synthesize it. (3) Given the product [CH3:24][O:25][C:26]1[CH:31]=[CH:30][CH:29]=[CH:28][C:27]=1[O:32][C:15]1[NH:14][C:18]2[CH:19]=[CH:20][CH:21]=[CH:22][C:17]=2[N:16]=1, predict the reactants needed to synthesize it. The reactants are: C(=O)([O-])[O-].[Cs+].[Cs+].C(OC([N:14]1[C:18]2[CH:19]=[CH:20][CH:21]=[CH:22][C:17]=2[N:16]=[C:15]1Cl)=O)(C)(C)C.[CH3:24][O:25][C:26]1[CH:31]=[CH:30][CH:29]=[CH:28][C:27]=1[OH:32].